From a dataset of Reaction yield outcomes from USPTO patents with 853,638 reactions. Predict the reaction yield, written as a fraction of the theoretical maximum amount of product (1.0 means a 100% yield; for example, 0.34 means a 34% yield). (1) The reactants are [Br:1][C:2]1[CH:3]=[C:4]([C:9]2[O:10][C:11]3[CH:17]=[CH:16][CH:15]=[C:14]([F:18])[C:12]=3[N:13]=2)[C:5]([NH2:8])=[N:6][CH:7]=1.[C:19](=[O:30])([O:25][C:26]([CH3:29])([CH3:28])[CH3:27])OC(C)(C)C. The catalyst is CN(C)C1C=CN=CC=1.CN(C=O)C. The product is [Br:1][C:2]1[CH:3]=[C:4]([C:9]2[O:10][C:11]3[CH:17]=[CH:16][CH:15]=[C:14]([F:18])[C:12]=3[N:13]=2)[C:5]([N:8]([C:19]([O:25][C:26]([CH3:27])([CH3:28])[CH3:29])=[O:30])[C:19](=[O:30])[O:25][C:26]([CH3:29])([CH3:28])[CH3:27])=[N:6][CH:7]=1. The yield is 0.890. (2) The reactants are C[Si]([C:5]#[N:6])(C)C.[NH2:7][C:8]1[CH:12]=[C:11]([CH3:13])[NH:10][N:9]=1.[C:14]1(=O)[CH2:17][CH2:16][CH2:15]1. The catalyst is ClCCl. The product is [CH3:13][C:11]1[CH:12]=[C:8]([NH:7][C:14]2([C:5]#[N:6])[CH2:17][CH2:16][CH2:15]2)[NH:9][N:10]=1. The yield is 0.760.